This data is from Reaction yield outcomes from USPTO patents with 853,638 reactions. The task is: Predict the reaction yield, written as a fraction of the theoretical maximum amount of product (1.0 means a 100% yield; for example, 0.34 means a 34% yield). (1) The reactants are N12CCCN=C1CCCCC2.Cl.[NH2:13][CH2:14][C:15]1[CH:23]=[CH:22][CH:21]=[C:20]2[C:16]=1[C:17](=[O:33])[N:18]([CH:25]1[CH2:30][CH2:29][C:28](=[O:31])[NH:27][C:26]1=[O:32])[C:19]2=[O:24].Cl.[N:35]1[CH:40]=[CH:39][CH:38]=[CH:37][C:36]=1[C:41](Cl)=[O:42]. The catalyst is CC#N. The product is [O:32]=[C:26]1[CH:25]([N:18]2[C:17](=[O:33])[C:16]3[C:20](=[CH:21][CH:22]=[CH:23][C:15]=3[CH2:14][NH:13][C:41]([C:36]3[CH:37]=[CH:38][CH:39]=[CH:40][N:35]=3)=[O:42])[C:19]2=[O:24])[CH2:30][CH2:29][C:28](=[O:31])[NH:27]1. The yield is 0.550. (2) The reactants are [CH3:1][O:2][C:3]1[CH:4]=[C:5]2[C:13](=[CH:14][CH:15]=1)[NH:12][C:11]1[C:10](=[O:16])[NH:9][CH2:8][CH2:7][C:6]2=1.[CH3:17][C:18]([O:21][C:22](O[C:22]([O:21][C:18]([CH3:20])([CH3:19])[CH3:17])=[O:23])=[O:23])([CH3:20])[CH3:19]. The catalyst is CN(C1C=CN=CC=1)C.C1COCC1. The product is [CH3:1][O:2][C:3]1[CH:4]=[C:5]2[C:13](=[CH:14][CH:15]=1)[N:12]([C:22]([O:21][C:18]([CH3:20])([CH3:19])[CH3:17])=[O:23])[C:11]1[C:10](=[O:16])[NH:9][CH2:8][CH2:7][C:6]2=1. The yield is 0.510. (3) The reactants are [CH3:1][O:2][C:3](=[O:21])[C:4]1[CH:13]=[C:12]([NH:14][C:15](=[O:20])[CH2:16][CH2:17][CH2:18]Br)[CH:11]=[C:6]([C:7]([O:9][CH3:10])=[O:8])[CH:5]=1.C1CCN2C(=NCCC2)CC1. No catalyst specified. The product is [CH3:1][O:2][C:3](=[O:21])[C:4]1[CH:13]=[C:12]([N:14]2[CH2:18][CH2:17][CH2:16][C:15]2=[O:20])[CH:11]=[C:6]([C:7]([O:9][CH3:10])=[O:8])[CH:5]=1. The yield is 0.350. (4) The reactants are Cl.[NH2:2][C:3](N)([CH3:7])[C:4]([OH:6])=[O:5].[C:9]([C:14]1[CH:19]=[CH:18][C:17]([C@H:20]2[CH2:25][CH2:24][C@H:23]([C:26]([O:28][CH3:29])=[O:27])[CH2:22][CH2:21]2)=[CH:16][CH:15]=1)(=O)[C:10]([CH3:12])=O.C([N:32](CC)CC)C. The catalyst is CO. The product is [CH3:29][O:28][C:26]([C@H:23]1[CH2:24][CH2:25][C@H:20]([C:17]2[CH:18]=[CH:19][C:14]([C:9]3[N:2]=[C:3]([C:4]([OH:6])=[O:5])[CH:7]=[N:32][C:10]=3[CH3:12])=[CH:15][CH:16]=2)[CH2:21][CH2:22]1)=[O:27]. The yield is 0.720. (5) The reactants are [OH:1][C@H:2]([C:34]1[CH:39]=[CH:38][CH:37]=[CH:36][CH:35]=1)[CH2:3][NH:4][C:5]1[CH:10]=[CH:9][C:8]([CH2:11][CH2:12][NH:13][CH2:14][C@H:15]([OH:33])[C:16]2[CH:21]=[CH:20][C:19]([O:22][CH2:23][C:24]3[CH:29]=[CH:28][CH:27]=[CH:26][CH:25]=3)=[C:18]([NH:30][CH:31]=[O:32])[CH:17]=2)=[CH:7][CH:6]=1.[ClH:40].O1CCOCC1. The catalyst is CC(O)C. The product is [ClH:40].[OH:1][C@H:2]([C:34]1[CH:35]=[CH:36][CH:37]=[CH:38][CH:39]=1)[CH2:3][NH:4][C:5]1[CH:6]=[CH:7][C:8]([CH2:11][CH2:12][NH:13][CH2:14][C@H:15]([OH:33])[C:16]2[CH:21]=[CH:20][C:19]([O:22][CH2:23][C:24]3[CH:25]=[CH:26][CH:27]=[CH:28][CH:29]=3)=[C:18]([NH:30][CH:31]=[O:32])[CH:17]=2)=[CH:9][CH:10]=1. The yield is 0.690.